This data is from Forward reaction prediction with 1.9M reactions from USPTO patents (1976-2016). The task is: Predict the product of the given reaction. (1) Given the reactants Cl[C:2]1[N:7]=[C:6]([N:8]2[CH2:12][CH2:11][CH2:10][CH2:9]2)[C:5]([C:13]#[C:14][CH2:15][CH2:16][CH2:17][N:18]2[C:26](=[O:27])[C:25]3[C:20](=[CH:21][CH:22]=[CH:23][CH:24]=3)[C:19]2=[O:28])=[CH:4][N:3]=1.[NH2:29][C:30]1[CH:37]=[CH:36][C:33]([C:34]#[N:35])=[CH:32][CH:31]=1.C(=O)([O-])[O-].[Cs+].[Cs+].C(OCC)(=O)C, predict the reaction product. The product is: [O:28]=[C:19]1[C:20]2[C:25](=[CH:24][CH:23]=[CH:22][CH:21]=2)[C:26](=[O:27])[N:18]1[CH2:17][CH2:16][CH2:15][C:14]#[C:13][C:5]1[C:6]([N:8]2[CH2:12][CH2:11][CH2:10][CH2:9]2)=[N:7][C:2]([NH:29][C:30]2[CH:37]=[CH:36][C:33]([C:34]#[N:35])=[CH:32][CH:31]=2)=[N:3][CH:4]=1. (2) Given the reactants Cl.[Cl:2][C:3]1[CH:4]=[CH:5][C:6]2[N:7]([C:9]([CH2:19]Cl)=[C:10]([C:12]3[CH:17]=[CH:16][C:15]([Cl:18])=[CH:14][CH:13]=3)[N:11]=2)[CH:8]=1.[Cl:21][C:22]1[CH:27]=[C:26]([CH3:28])[N:25]=[C:24]([NH2:29])[N:23]=1, predict the reaction product. The product is: [Cl:21][C:22]1[CH:27]=[C:26]([CH3:28])[N:25]=[C:24]([NH:29][CH2:19][C:9]2[N:7]3[CH:8]=[C:3]([Cl:2])[CH:4]=[CH:5][C:6]3=[N:11][C:10]=2[C:12]2[CH:13]=[CH:14][C:15]([Cl:18])=[CH:16][CH:17]=2)[N:23]=1. (3) Given the reactants [C:1]([N:8]1[CH2:13][CH2:12][CH2:11][CH2:10][CH2:9]1)([O:3][C:4]([CH3:7])([CH3:6])[CH3:5])=[O:2].C(N1CCCC1)([O:16][C:17](C)(C)[CH3:18])=O.CN1C[C@@H]2[C@H]3N(C[C@@H](C2)C1)CCCC3, predict the reaction product. The product is: [C:4]([O:3][C:1]([N:8]1[CH2:9][CH2:10][CH2:11][CH2:12][C@H:13]1[CH2:18][CH2:17][OH:16])=[O:2])([CH3:7])([CH3:6])[CH3:5]. (4) Given the reactants [CH3:1][N:2]1[C:11]2[C:10]3[CH:12]=[C:13]([O:16][CH:17]4[CH2:22][CH2:21][N:20](C(OC(C)(C)C)=O)[CH2:19][CH2:18]4)[CH:14]=[CH:15][C:9]=3[NH:8][C:7](=[O:30])[C:6]=2[CH2:5][CH2:4][CH2:3]1.O1CCOCC1.Cl, predict the reaction product. The product is: [CH3:1][N:2]1[C:11]2[C:10]3[CH:12]=[C:13]([O:16][CH:17]4[CH2:18][CH2:19][NH:20][CH2:21][CH2:22]4)[CH:14]=[CH:15][C:9]=3[NH:8][C:7](=[O:30])[C:6]=2[CH2:5][CH2:4][CH2:3]1. (5) Given the reactants [F:1][C:2]1[C:7](=[O:8])[NH:6][C:5]([CH2:9][C:10]([O-:12])=O)=[N:4][C:3]=1[N:13]1[CH2:18][CH2:17][O:16][CH2:15][CH2:14]1.[Na+].[Cl:20][C:21]1[C:29]([F:30])=[CH:28][CH:27]=[C:26]2[C:22]=1[CH2:23][CH:24]([CH3:31])[NH:25]2, predict the reaction product. The product is: [F:1][C:2]1[C:7](=[O:8])[NH:6][C:5]([CH2:9][C:10]([N:25]2[C:26]3[C:22](=[C:21]([Cl:20])[C:29]([F:30])=[CH:28][CH:27]=3)[CH2:23][CH:24]2[CH3:31])=[O:12])=[N:4][C:3]=1[N:13]1[CH2:18][CH2:17][O:16][CH2:15][CH2:14]1.